The task is: Predict the reaction yield, written as a fraction of the theoretical maximum amount of product (1.0 means a 100% yield; for example, 0.34 means a 34% yield).. This data is from Reaction yield outcomes from USPTO patents with 853,638 reactions. (1) The reactants are [H-].[Na+].[CH3:3]N(C=O)C.[CH:8]([N:11]1[C:15]([C:16]2[N:17]=[C:18]3[C:24]4[CH:25]=[CH:26][C:27]([C:29]5[NH:33][C:32]([CH3:34])=[N:31][CH:30]=5)=[CH:28][C:23]=4[O:22][CH2:21][CH2:20][N:19]3[CH:35]=2)=[N:14][CH:13]=[N:12]1)([CH3:10])[CH3:9].IC. The catalyst is C1COCC1.O. The product is [CH3:3][N:31]1[CH:30]=[C:29]([C:27]2[CH:26]=[CH:25][C:24]3[C:18]4[N:19]([CH:35]=[C:16]([C:15]5[N:11]([CH:8]([CH3:10])[CH3:9])[N:12]=[CH:13][N:14]=5)[N:17]=4)[CH2:20][CH2:21][O:22][C:23]=3[CH:28]=2)[N:33]=[C:32]1[CH3:34]. The yield is 0.520. (2) The reactants are C([O:3][C:4]([C:6]1[C:7]([O:18][C:19]2[CH:24]=[CH:23][CH:22]=[CH:21][C:20]=2[CH3:25])=[N:8][C:9]([C:12]2[CH:17]=[CH:16][N:15]=[CH:14][CH:13]=2)=[N:10][CH:11]=1)=[O:5])C.[OH-].[Na+].Cl. The catalyst is C(O)C.O. The product is [N:15]1[CH:16]=[CH:17][C:12]([C:9]2[N:8]=[C:7]([O:18][C:19]3[CH:24]=[CH:23][CH:22]=[CH:21][C:20]=3[CH3:25])[C:6]([C:4]([OH:5])=[O:3])=[CH:11][N:10]=2)=[CH:13][CH:14]=1. The yield is 0.940.